This data is from NCI-60 drug combinations with 297,098 pairs across 59 cell lines. The task is: Regression. Given two drug SMILES strings and cell line genomic features, predict the synergy score measuring deviation from expected non-interaction effect. Drug 1: CCCCC(=O)OCC(=O)C1(CC(C2=C(C1)C(=C3C(=C2O)C(=O)C4=C(C3=O)C=CC=C4OC)O)OC5CC(C(C(O5)C)O)NC(=O)C(F)(F)F)O. Drug 2: C1CCC(C(C1)N)N.C(=O)(C(=O)[O-])[O-].[Pt+4]. Cell line: EKVX. Synergy scores: CSS=26.2, Synergy_ZIP=-4.18, Synergy_Bliss=1.92, Synergy_Loewe=-9.64, Synergy_HSA=2.19.